Task: Binary Classification. Given two protein amino acid sequences, predict whether they physically interact or not.. Dataset: Human Reference Interactome with 51,813 positive PPI pairs across 8,248 proteins, plus equal number of experimentally-validated negative pairs (1) Protein 1 (ENSG00000112245) has sequence MARMNRPAPVEVTYKNMRFLITHNPTNATLNKFIEELKKYGVTTIVRVCEATYDTTLVEKEGIHVLDWPFDDGAPPSNQIVDDWLSLVKIKFREEPGCCIAVHCVAGLGRAPVLVALALIEGGMKYEDAVQFIRQKRRGAFNSKQLLYLEKYRPKMRLRFKDSNGHRNNCCIQ*MARMNRPAPVEVTYKNMRFLITHNPTNATLNKFIEELKKYGVTTIVRVCEATYDTTLVEKEGIHVLDWPFDDGAPPSNQIVDDWLSLVKIKFREEPGCCIAVHCVAGLGRKRRGAFNSKQLLYLEK.... Protein 2 (ENSG00000180448) has sequence MFSRKKRELMKTPSISKKNRAGSPSPQPSGELPRKDGADAVFPGPSLEPPAGSSGVKATGTLKRPTSLSRHASAAGFPLSGAASWTLGRSHRSPLTAASPGELPTEGAGPDVVEDISHLLADVARFAEGLEKLKECVLRDDLLEARRPRAHECLGEALRVMHQIISKYPLLNTVETLTAAGTLIAKVKAFHYESNNDLEKQEFEKALETIAVAFSSTVSEFLMGEVDSSTLLAVPPGDSSQSMESLYGPGSEGTPPSLEDCDAGCLPAEEVDVLLQRCEGGVDAALLYAKNMAKYMKDLI.... Result: 0 (the proteins do not interact). (2) Protein 1 (ENSG00000147533) has sequence MRPQQAPVSGKVFIQRDYSSGTRCQFQTKFPAELENRIDRQQFEETVRTLNNLYAEAEKLGGQSYLEGCLACLTAYTIFLCMETHYEKVLKKVSKYIQEQNEKIYAPQGLLLTDPIERGLRVIEITIYEDRGMSSGR*MRPQQAPVSGKVFIQRDYSSGTRCQFQTKFPAELENRIDRQQFEETVRTLNNLYAEAEKLGGQSYLEGCLACLTAYTIFLCMETHYEKVLKKVSKYIQEQNEKIYAPQGLLLTDPIERGLRVFRLKLPFMKTEA*. Protein 2 (ENSG00000116337) has sequence MASYPSGSGKPKAKYPFKKRASLQASTAAPEARGGLGAPPLQSARSLPGPAPCLKHFPLDLRTSMDGKCKEIAEELFTRSLAESELRSAPYEFPEESPIEQLEERRQRLERQISQDVKLEPDILLRAKQDFLKTDSDSDLQLYKEQGEGQGDRSLRERDVLEREFQRVTISGEEKCGVPFTDLLDAAKSVVRALFIREKYMALSLQSFCPTTRRYLQQLAEKPLETRTYEQGPDTPVSADAPVHPPALEQHPYEHCEPSTMPGDLGLGLRMVRGVVHVYTRREPDEHCSEVELPYPDLQE.... Result: 0 (the proteins do not interact). (3) Protein 1 (ENSG00000204379) has sequence MESPKKKNQQLKVGILHLGSRQKKIRIQLRSQVLGREMRDMEGDLQELHQSNTGDKSGFGFRRQGEDNT*MESPKKKNQQLKVGILHLGSRQKKIRIQLRSQCATWKVICKSCISQTPGINLDLGSGVKVKIIPKEEHCKMPEAGEEQPQV*. Protein 2 (ENSG00000167785) has sequence MAAVILPSTAAPSSLFPASQQKGHTQGGELVNELLTSWLRGLVTFEDVAVEFTQEEWALLDPAQRTLYRDVMLENCRNLASLGCRVNKPSLISQLEQDKKVVTEERGILPSTCPDLETLLKAKWLTPKKNVFRKEQSKGVKTERSHRGVKLNECNQCFKVFSTKSNLTQHKRIHTGEKPYDCSQCGKSFSSRSYLTIHKRIHNGEKPYECNHCGKAFSDPSSLRLHLRIHTGEKPYECNQCFHVFRTSCNLKSHKRIHTGENHHECNQCGKAFSTRSSLTGHNSIHTGEKPYECHDCGKT.... Result: 0 (the proteins do not interact). (4) Protein 1 (ENSG00000129028) has sequence MPARCVAAHCGNTTKSGKSLFRFPKDRAVRLLWDRFVRGCRADWYGGNDRSVICSDHFAPACFDVSSVIQKNLRFSQRLRLVAGAVPTLHRVPAPAPKRGEEGDQAGRLDTRGELQAARHSEAAPGPVSCTRPRAGKQAAASQITCENELVQTQPHADNPSNTVTSVPTHCEEGPVHKSTQISLKRPRHRSVGIQAKVKAFGKRLCNATTQTEELWSRTSSLFDIYSSDSETDTDWDIKSEQSDLSYMAVQVKEETC*XVGKETIPTRSGQITCENELVQTQPHADNPSNTVTSVPTHCE.... Protein 2 (ENSG00000131467) has sequence MASLLKVDQEVKLKVDSFRERITSEAEDLVANFFPKKLLELDSFLKEPILNIHDLTQIHSDMNLPVPDPILLTNSHDGLDGPTYKKRRLDECEEAFQGTKVFVMPNGMLKSNQQLVDIIEKVKPEIRLLIEKCNTPSGKGPHICFDLQVKMWVQLLIPRIEDGNNFGVSIQEETVAELRTVESEAASYLDQISRYYITRAKLVSKIAKYPHVEDYRRTVTEIDEKEYISLRLIISELRNQYVTLHDMILKNIEKIKRPRSSNAETLY*MEKWILKKIKYLQSGGLSASYYSYKVDSFRER.... Result: 1 (the proteins interact).